This data is from Reaction yield outcomes from USPTO patents with 853,638 reactions. The task is: Predict the reaction yield, written as a fraction of the theoretical maximum amount of product (1.0 means a 100% yield; for example, 0.34 means a 34% yield). (1) The reactants are [CH3:1][O:2][CH2:3][C@H:4]([CH3:34])[O:5][C:6]1[CH:7]=[C:8]([CH:20]=[C:21]([C:23]2[NH:24][C:25]([C:28]3[O:29][C@@H:30]([CH3:33])[CH2:31][N:32]=3)=[CH:26][CH:27]=2)[CH:22]=1)[O:9][C:10]1[CH:11]=[CH:12][C:13]([C:16]([O:18]C)=[O:17])=[N:14][CH:15]=1.O.O.[OH-].[Li+].[Cl-].[NH4+]. The catalyst is CO. The product is [CH3:1][O:2][CH2:3][C@H:4]([CH3:34])[O:5][C:6]1[CH:7]=[C:8]([CH:20]=[C:21]([C:23]2[NH:24][C:25]([C:28]3[O:29][C@@H:30]([CH3:33])[CH2:31][N:32]=3)=[CH:26][CH:27]=2)[CH:22]=1)[O:9][C:10]1[CH:11]=[CH:12][C:13]([C:16]([OH:18])=[O:17])=[N:14][CH:15]=1. The yield is 1.00. (2) The product is [CH3:1][O:2][C@H:3]1[C@@H:9]2[O:10][CH2:11][C@H:12]([O:13][S:31]([CH3:30])(=[O:33])=[O:32])[C@@H:8]2[O:7][C@H:4]1[O:5][CH3:6]. The reactants are [CH3:1][O:2][C@H:3]1[C@@H:9]2[O:10][CH2:11][C@H:12]([O:13]C(C3C=CC=CC=3)=O)[C@@H:8]2[O:7][C@H:4]1[O:5][CH3:6].[OH-].[Na+].N1C=CC=CC=1.[CH3:30][S:31](Cl)(=[O:33])=[O:32]. The catalyst is CO.C(OCC)(=O)C.ClCCl. The yield is 0.960. (3) The reactants are CC(C[AlH]C[CH:7]([CH3:9])[CH3:8])C.C1(C)C=CC=CC=1.C([C:19]([CH2:26][CH3:27])([C:23]([O-:25])=O)C([O-])=O)C.[CH2:28]([Mg]Br)[CH2:29][CH2:30][CH2:31][CH2:32][CH3:33].[CH3:36][CH2:37][O:38]CC. No catalyst specified. The product is [CH3:33][CH2:32][CH2:31][CH2:30][CH2:29][CH2:28][CH:37]([OH:38])[CH2:36][CH:23]([OH:25])[CH2:19][CH2:26][CH2:27][CH2:9][CH2:7][CH3:8]. The yield is 0.420. (4) The catalyst is CN(C=O)C.CCOC(C)=O.[Cl-].[Na+].O. The yield is 0.800. The reactants are [O:1]=[C:2]1[NH:7][CH:6]=[N:5][C:4]2[O:8][C:9]([C:17]3[CH:22]=[CH:21][C:20]([C:23]4([NH:27][C:28](=[O:34])[O:29][C:30]([CH3:33])([CH3:32])[CH3:31])[CH2:26][CH2:25][CH2:24]4)=[CH:19][CH:18]=3)=[C:10]([C:11]3[CH:16]=[CH:15][CH:14]=[CH:13][CH:12]=3)[C:3]1=2.C([O-])([O-])=O.[K+].[K+].[Na+].[I-].Br[CH2:44][CH:45]1[CH2:47][CH2:46]1. The product is [CH:45]1([CH2:44][N:7]2[C:2](=[O:1])[C:3]3[C:10]([C:11]4[CH:12]=[CH:13][CH:14]=[CH:15][CH:16]=4)=[C:9]([C:17]4[CH:22]=[CH:21][C:20]([C:23]5([NH:27][C:28](=[O:34])[O:29][C:30]([CH3:31])([CH3:33])[CH3:32])[CH2:24][CH2:25][CH2:26]5)=[CH:19][CH:18]=4)[O:8][C:4]=3[N:5]=[CH:6]2)[CH2:47][CH2:46]1. (5) The reactants are [OH:1][C:2]1[N:6]([C:7]2[CH:12]=[CH:11][CH:10]=[CH:9][CH:8]=2)[N:5]=[C:4]([C:13]([OH:15])=[O:14])[CH:3]=1.[C:16](=O)([O-])[O-].[Cs+].[Cs+].IC. The catalyst is CN(C=O)C. The product is [CH3:16][O:1][C:2]1[N:6]([C:7]2[CH:12]=[CH:11][CH:10]=[CH:9][CH:8]=2)[N:5]=[C:4]([C:13]([OH:15])=[O:14])[CH:3]=1. The yield is 0.380. (6) The reactants are [N+:1]([C:4]1[CH:5]=[C:6]([CH:10]=[CH:11][C:12]=1[N+:13]([O-:15])=[O:14])[C:7]([OH:9])=O)([O-:3])=[O:2].S(Cl)(Cl)=O.C(N(CC)CC)C.[NH:27]1[CH2:32][CH2:31][O:30][CH2:29][CH2:28]1. The catalyst is O.CN(C)C=O.O1CCCC1. The product is [N+:1]([C:4]1[CH:5]=[C:6]([C:7]([N:27]2[CH2:32][CH2:31][O:30][CH2:29][CH2:28]2)=[O:9])[CH:10]=[CH:11][C:12]=1[N+:13]([O-:15])=[O:14])([O-:3])=[O:2]. The yield is 0.970. (7) The reactants are [CH2:1]([O:3][C:4](=[O:18])[C:5]1[CH:10]=[C:9](C)[C:8]([N+:12]([O-:14])=[O:13])=[CH:7][C:6]=1[N+:15]([O-:17])=[O:16])[CH3:2].COC(N(C)C)OC. The catalyst is CN(C=O)C. The product is [CH2:1]([O:3][C:4](=[O:18])[C:5]1[CH:10]=[CH:9][C:8]([N+:12]([O-:14])=[O:13])=[CH:7][C:6]=1[N+:15]([O-:17])=[O:16])[CH3:2]. The yield is 0.280. (8) The reactants are [NH:1]1[C:9]2[C:4](=[CH:5][C:6]([N:10]([C:18]3[CH:23]=[CH:22][N:21]=[C:20]([C:24]4[CH:29]=[CH:28][CH:27]=[C:26]([O:30][CH3:31])[CH:25]=4)[N:19]=3)C(=O)OC(C)(C)C)=[CH:7][CH:8]=2)[CH:3]=[N:2]1.C(O)(C(F)(F)F)=O. The catalyst is C(Cl)Cl. The product is [CH3:31][O:30][C:26]1[CH:25]=[C:24]([C:20]2[N:19]=[C:18]([NH:10][C:6]3[CH:5]=[C:4]4[C:9](=[CH:8][CH:7]=3)[NH:1][N:2]=[CH:3]4)[CH:23]=[CH:22][N:21]=2)[CH:29]=[CH:28][CH:27]=1. The yield is 0.260.